The task is: Binary Classification. Given a miRNA mature sequence and a target amino acid sequence, predict their likelihood of interaction.. This data is from Experimentally validated miRNA-target interactions with 360,000+ pairs, plus equal number of negative samples. (1) The miRNA is hsa-miR-5011-5p with sequence UAUAUAUACAGCCAUGCACUC. The protein sequence of the target gene is MAWDMCNQDSESVWSDIECAALVGEDQPLCPDLPELDLSELDVNDLDTDSFLGGLKWCSDQSEIISNQYNNEPSNIFEKIDEENEANLLAVLTETLDSLPVDEDGLPSFDALTDGDVTTDNEASPSSMPDGTPPPQEAEEPSLLKKLLLAPANTQLSYNECSGLSTQNHANHNHRIRTNPAIVKTENSWSNKAKSICQQQKPQRRPCSELLKYLTTNDDPPHTKPTENRNSSRDKCTSKKKSHTQSQSQHLQAKPTTLSLPLTPESPNDPKGSPFENKTIERTLSVELSGTAGLTPPTTP.... Result: 1 (interaction). (2) The miRNA is hsa-miR-7112-3p with sequence UGCAUCACAGCCUUUGGCCCUAG. The protein sequence of the target gene is MLIKVKTLTGKEIEIDIEPTDKVERIKERVEEKEGIPPQQQRLIYSGKQMNDEKTAADYKILGGSVLHLVLALRGGGGLRQ. Result: 0 (no interaction). (3) The miRNA is hsa-miR-1909-3p with sequence CGCAGGGGCCGGGUGCUCACCG. The protein sequence of the target gene is MAAAGAAVARSPGIGAGPALRARRSPPPRAARLPRLLVLLAAAAVGPGAGGAARLYRAGEDAVWVLDSGSVRGATANSSAAWLVQFYSSWCGHCIGYAPTWRALAGDVRDWASAIRVAALDCMEEKNQAVCHDYDIHFYPTFRYFKAFTKEFTTGENFKGPDRELRTVRQTMIDFLQNHTEGSRPPACPRLDPIQPSDVLSLLDNRGSHYVAIVFESNSSYLGREVILDLIPYESIVVTRALDGDKAFLEKLGVSSVPSCYLIYPNGSHGLINVVKPLRAFFSSYLKSLPDVRKKSLPLP.... Result: 1 (interaction). (4) The protein sequence of the target gene is MWKRWLALSLVTIALVHGEEEPRSKSKICANVFCGAGRECAVTEKGEPTCLCIEQCKPHKRPVCGSNGKTYLNHCELHRDACLTGSKIQVDYDGHCKEKKSASPSASPVVCYQANRDELRRRLIQWLEAEIIPDGWFSKGSNYSEILDKYFKSFDNGDSHLDSSEFLKFVEQNETAINITTYADQENNKLLRSLCVDALIELSDENADWKLSFQEFLKCLNPSFNPPEKKCALEDETYADGAETEVDCNRCVCSCGHWVCTAMTCDGKNQKGVQTHTEEEKTGYVQELQKHQGTAEKTKK.... The miRNA is bta-miR-15a with sequence UAGCAGCACAUAAUGGUUUGU. Result: 0 (no interaction). (5) The protein sequence of the target gene is MRGAARLGRPGRSCLPGARGLRAPPPPPLLLLLALLPLLPAPGAAAAPAPRPPELQSASAGPSVSLYLSEDEVRRLIGLDAELYYVRNDLISHYALSFSLLVPSETNFLHFTWHAKSKVEYKLGFQVDNVLAMDMPQVNISVQGEVPRTLSVFRVELSCTGKVDSEVMILMQLNLTVNSSKNFTVLNFKRRKMCYKKLEEVKTSALDKNTSRTIYDPVHAAPTTSTRVFYISVGVCCAVIFLVAIILAVLHLHSMKRIELDDSISASSSSQGLSQPSTQTTQYLRADTPNNATPITSYPT.... The miRNA is hsa-miR-1277-3p with sequence UACGUAGAUAUAUAUGUAUUUU. Result: 0 (no interaction). (6) The miRNA is ath-miR156a-5p with sequence UGACAGAAGAGAGUGAGCAC. The protein sequence of the target gene is MKVQSFGERVVLFILNAIIFGRLERNLDDDDMFFLPHSVKEQAKILWRRGAAVGFYTTKMKGRLCGDGTGACYLLPVFDTVFIRRKHWHRGLGTAMLRDFCETFPEDEALGVSCSMSPAMYQAHPGNSEDVSRHARTSQNDRPRQPAPGDGSKERMCGEELEDTKDDPECGVEEEDAGLAGQPPGKLTRSSP. Result: 0 (no interaction). (7) The miRNA is hsa-miR-6844 with sequence UUCUUUGUUUUUAAUUCACAG. The protein sequence of the target gene is MPAALVENSQVICEVWASNLEEEMRKIREIVLSYSYIAMDTEFPGVVVRPIGEFRSSIDYQYQLLRCNVDLLKIIQLGLTFTNEKGEYPSGINTWQFNFKFNLTEDMYSQDSIDLLANSGLQFQKHEEEGIDTLHFAELLMTSGVVLCDNVKWLSFHSGYDFGYMVKLLTDSRLPEEEHEFFHILNLFFPSIYDVKYLMKSCKNLKGGLQEVADQLDLQRIGRQHQAGSDSLLTGMAFFRMKELFFEDSIDDAKYCGRLYGLGTGVAQKQNEDVDCAQEKMSILAMINNMQQ. Result: 0 (no interaction). (8) The miRNA is hsa-miR-4485-3p with sequence UAACGGCCGCGGUACCCUAA. The protein sequence of the target gene is MPGGPGAPSSPAASSGSSRAAPSGIAACPLSPPPLARGSPQASGPRRGASVPQKLAETLSSQYGLNVFVAGLLFLLAWAVHATGVGKSDLLCVLTALMLLQLLWMLWYVGRSYMQRRLIRPKDTHAGARWLRGSITLFAFITVVLGCLKVAYFIGFSECLSATEGVFPVTHAVHTLLQVYFLWGHAKDIIMSFKTLERFGVIHSVFTNLLLWANSVLNESKHQLNEHKERLITLGFGNITIVLDDHTPQCNCTPPALCSALSHGIYYLYPFNIEYQILASTMLYVLWKNIGRRVDSSQHQ.... Result: 0 (no interaction).